From a dataset of Catalyst prediction with 721,799 reactions and 888 catalyst types from USPTO. Predict which catalyst facilitates the given reaction. (1) Reactant: [Cl:1][C:2]1[C:3]2[C:8]([N:9]=[C:10]3[C:15]=1[CH:14]=[CH:13][CH:12]=[CH:11]3)=[CH:7][CH:6]=[CH:5][CH:4]=2.[F:16][C:17]1[CH:23]=[CH:22][C:20]([NH2:21])=[CH:19][CH:18]=1.CN1C(=O)CCC1. Product: [ClH:1].[F:16][C:17]1[CH:23]=[CH:22][C:20]([NH:21][C:2]2[C:3]3[C:8]([N:9]=[C:10]4[C:15]=2[CH:14]=[CH:13][CH:12]=[CH:11]4)=[CH:7][CH:6]=[CH:5][CH:4]=3)=[CH:19][CH:18]=1. The catalyst class is: 601. (2) Reactant: [Br:1][C:2]1[N:7]=[C:6]([NH2:8])[C:5]([N+:9]([O-])=O)=[CH:4][CH:3]=1.[OH-].[Na+]. Product: [Br:1][C:2]1[N:7]=[C:6]([NH2:8])[C:5]([NH2:9])=[CH:4][CH:3]=1. The catalyst class is: 3. (3) Product: [CH:1]([N:4]1[C:12]2[C:7](=[CH:8][CH:9]=[C:10]([CH2:13][OH:14])[CH:11]=2)[CH:6]=[CH:5]1)([CH3:3])[CH3:2]. The catalyst class is: 1. Reactant: [CH:1]([N:4]1[C:12]2[C:7](=[CH:8][CH:9]=[C:10]([C:13](OC)=[O:14])[CH:11]=2)[CH:6]=[CH:5]1)([CH3:3])[CH3:2].[BH4-].[Li+].